Dataset: Reaction yield outcomes from USPTO patents with 853,638 reactions. Task: Predict the reaction yield, written as a fraction of the theoretical maximum amount of product (1.0 means a 100% yield; for example, 0.34 means a 34% yield). The reactants are [CH2:1](Br)[C:2]1[CH:7]=[CH:6][CH:5]=[CH:4][CH:3]=1.[Cl:9][C:10]1[C:11]([OH:20])=[CH:12][C:13]([OH:19])=[C:14]([C:16](=[O:18])[CH3:17])[CH:15]=1.C(=O)([O-])[O-].[K+].[K+]. The catalyst is C(#N)C. The product is [CH2:1]([O:19][C:13]1[CH:12]=[C:11]([O:20][CH2:1][C:2]2[CH:7]=[CH:6][CH:5]=[CH:4][CH:3]=2)[C:10]([Cl:9])=[CH:15][C:14]=1[C:16](=[O:18])[CH3:17])[C:2]1[CH:7]=[CH:6][CH:5]=[CH:4][CH:3]=1. The yield is 0.930.